This data is from Catalyst prediction with 721,799 reactions and 888 catalyst types from USPTO. The task is: Predict which catalyst facilitates the given reaction. Reactant: [OH:1][CH:2]1[CH2:7][CH2:6][CH2:5][CH2:4][CH:3]1[NH:8][C:9]([C:11]1[N:12]=[C:13]([C:25]2[CH:30]=[CH:29][C:28]([Cl:31])=[CH:27][C:26]=2[Cl:32])[N:14]([C:18]2[CH:23]=[CH:22][C:21]([OH:24])=[CH:20][CH:19]=2)[C:15]=1[CH2:16][OH:17])=[O:10].C(N(CC)CC)C.[F:40][C:41]([F:49])([F:48])[CH2:42][CH2:43][S:44](Cl)(=[O:46])=[O:45]. Product: [Cl:32][C:26]1[CH:27]=[C:28]([Cl:31])[CH:29]=[CH:30][C:25]=1[C:13]1[N:14]([C:18]2[CH:19]=[CH:20][C:21]([O:24][S:44]([CH2:43][CH2:42][C:41]([F:49])([F:48])[F:40])(=[O:46])=[O:45])=[CH:22][CH:23]=2)[C:15]([CH2:16][OH:17])=[C:11]([C:9](=[O:10])[NH:8][C@@H:3]2[CH2:4][CH2:5][CH2:6][CH2:7][C@@H:2]2[OH:1])[N:12]=1. The catalyst class is: 4.